From a dataset of Forward reaction prediction with 1.9M reactions from USPTO patents (1976-2016). Predict the product of the given reaction. The product is: [CH3:1][O:2][CH:3]([O:19][CH3:20])[C@:4]1([CH3:18])[C@@H:9]([OH:10])[C@H:8]([N:29]([C:24]2[CH:25]=[CH:26][CH:27]=[CH:28][C:23]=2[O:22][CH3:21])[CH2:30][C:31]2[NH:35][CH:34]=[CH:33][N:32]=2)[C:7]2[CH:11]=[C:12]([N+:15]([O-:17])=[O:16])[CH:13]=[CH:14][C:6]=2[O:5]1. Given the reactants [CH3:1][O:2][CH:3]([O:19][CH3:20])[C@:4]1([CH3:18])[C@H:9]2[O:10][C@H:8]2[C:7]2[CH:11]=[C:12]([N+:15]([O-:17])=[O:16])[CH:13]=[CH:14][C:6]=2[O:5]1.[CH3:21][O:22][C:23]1[CH:28]=[CH:27][CH:26]=[CH:25][C:24]=1[NH:29][CH2:30][C:31]1[NH:32][CH:33]=[CH:34][N:35]=1, predict the reaction product.